From a dataset of NCI-60 drug combinations with 297,098 pairs across 59 cell lines. Regression. Given two drug SMILES strings and cell line genomic features, predict the synergy score measuring deviation from expected non-interaction effect. (1) Drug 1: C1=CC(=C(C=C1I)F)NC2=C(C=CC(=C2F)F)C(=O)NOCC(CO)O. Drug 2: C1CCC(C(C1)[NH-])[NH-].C(=O)(C(=O)[O-])[O-].[Pt+4]. Cell line: UACC62. Synergy scores: CSS=49.1, Synergy_ZIP=-9.09, Synergy_Bliss=-11.2, Synergy_Loewe=-4.44, Synergy_HSA=-1.26. (2) Drug 1: CS(=O)(=O)C1=CC(=C(C=C1)C(=O)NC2=CC(=C(C=C2)Cl)C3=CC=CC=N3)Cl. Drug 2: CC1=CC2C(CCC3(C2CCC3(C(=O)C)OC(=O)C)C)C4(C1=CC(=O)CC4)C. Cell line: SNB-19. Synergy scores: CSS=-1.28, Synergy_ZIP=4.02, Synergy_Bliss=6.59, Synergy_Loewe=-3.27, Synergy_HSA=-1.64.